From a dataset of NCI-60 drug combinations with 297,098 pairs across 59 cell lines. Regression. Given two drug SMILES strings and cell line genomic features, predict the synergy score measuring deviation from expected non-interaction effect. (1) Drug 1: C1CN1P(=S)(N2CC2)N3CC3. Drug 2: C1CN(P(=O)(OC1)NCCCl)CCCl. Cell line: DU-145. Synergy scores: CSS=3.03, Synergy_ZIP=0.291, Synergy_Bliss=-1.14, Synergy_Loewe=-34.4, Synergy_HSA=-4.44. (2) Drug 2: CCC1(C2=C(COC1=O)C(=O)N3CC4=CC5=C(C=CC(=C5CN(C)C)O)N=C4C3=C2)O.Cl. Synergy scores: CSS=18.9, Synergy_ZIP=-9.11, Synergy_Bliss=-1.44, Synergy_Loewe=-0.230, Synergy_HSA=2.56. Cell line: MDA-MB-231. Drug 1: CC1CCC2CC(C(=CC=CC=CC(CC(C(=O)C(C(C(=CC(C(=O)CC(OC(=O)C3CCCCN3C(=O)C(=O)C1(O2)O)C(C)CC4CCC(C(C4)OC)O)C)C)O)OC)C)C)C)OC. (3) Drug 1: C1C(C(OC1N2C=C(C(=O)NC2=O)F)CO)O. Drug 2: CC1=C(C=C(C=C1)NC(=O)C2=CC=C(C=C2)CN3CCN(CC3)C)NC4=NC=CC(=N4)C5=CN=CC=C5. Cell line: SW-620. Synergy scores: CSS=8.07, Synergy_ZIP=-2.93, Synergy_Bliss=-3.63, Synergy_Loewe=-25.3, Synergy_HSA=-6.35. (4) Drug 2: B(C(CC(C)C)NC(=O)C(CC1=CC=CC=C1)NC(=O)C2=NC=CN=C2)(O)O. Synergy scores: CSS=16.5, Synergy_ZIP=-2.63, Synergy_Bliss=-3.28, Synergy_Loewe=-2.01, Synergy_HSA=-1.78. Cell line: HCT116. Drug 1: C1=C(C(=O)NC(=O)N1)N(CCCl)CCCl. (5) Drug 1: CN(C)C1=NC(=NC(=N1)N(C)C)N(C)C. Drug 2: C1CN1P(=S)(N2CC2)N3CC3. Cell line: HCT116. Synergy scores: CSS=5.43, Synergy_ZIP=-9.30, Synergy_Bliss=-6.68, Synergy_Loewe=-30.2, Synergy_HSA=-6.66. (6) Drug 2: C1=C(C(=O)NC(=O)N1)F. Cell line: MDA-MB-231. Drug 1: CN(C)N=NC1=C(NC=N1)C(=O)N. Synergy scores: CSS=15.4, Synergy_ZIP=3.49, Synergy_Bliss=3.90, Synergy_Loewe=-5.87, Synergy_HSA=1.48. (7) Drug 2: CN1C=C(C=N1)C2=C3N=C(C(=C(N3N=C2)N)Br)C4CCCNC4. Synergy scores: CSS=35.8, Synergy_ZIP=5.72, Synergy_Bliss=6.78, Synergy_Loewe=-7.84, Synergy_HSA=4.30. Drug 1: CC1CC2C3CCC4=CC(=O)C=CC4(C3(C(CC2(C1(C(=O)CO)O)C)O)F)C. Cell line: OVCAR3.